Dataset: Full USPTO retrosynthesis dataset with 1.9M reactions from patents (1976-2016). Task: Predict the reactants needed to synthesize the given product. (1) Given the product [C:15]([O:14][C:13](=[O:19])[NH:12][C:5]12[CH2:4][CH:3]3[CH2:11][CH:7]([CH2:8][CH:9]([C:2]3([OH:1])[CH3:21])[CH2:10]1)[CH2:6]2)([CH3:16])([CH3:18])[CH3:17], predict the reactants needed to synthesize it. The reactants are: [O:1]=[C:2]1[CH:9]2[CH2:10][C:5]3([NH:12][C:13](=[O:19])[O:14][C:15]([CH3:18])([CH3:17])[CH3:16])[CH2:6][CH:7]([CH2:11][CH:3]1[CH2:4]3)[CH2:8]2.[Li][CH3:21]. (2) Given the product [CH2:2]([CH:4]1[N:13]([C:14]2[CH:15]=[N:16][NH:17][CH:18]=2)[C:12]2[N:11]=[C:10]([N:27]3[CH:31]=[CH:30][N:29]=[C:28]3[C:32]3[CH:37]=[CH:36][C:35]([F:38])=[CH:34][CH:33]=3)[N:9]=[CH:8][C:7]=2[N:6]([CH3:39])[C:5]1=[O:40])[CH3:3], predict the reactants needed to synthesize it. The reactants are: Cl.[CH2:2]([CH:4]1[N:13]([C:14]2[CH:15]=[N:16][N:17](COCC[Si](C)(C)C)[CH:18]=2)[C:12]2[N:11]=[C:10]([N:27]3[CH:31]=[CH:30][N:29]=[C:28]3[C:32]3[CH:37]=[CH:36][C:35]([F:38])=[CH:34][CH:33]=3)[N:9]=[CH:8][C:7]=2[N:6]([CH3:39])[C:5]1=[O:40])[CH3:3].